Dataset: Buchwald-Hartwig C-N cross coupling reaction yields with 55,370 reactions. Task: Predict the reaction yield, written as a fraction of the theoretical maximum amount of product (1.0 means a 100% yield; for example, 0.34 means a 34% yield). (1) The reactants are FC(F)(F)c1ccc(Cl)cc1.Cc1ccc(N)cc1.O=S(=O)(O[Pd]1c2ccccc2-c2ccccc2N~1)C(F)(F)F.COc1ccc(OC)c(P(C(C)(C)C)C(C)(C)C)c1-c1c(C(C)C)cc(C(C)C)cc1C(C)C.CCN=P(N=P(N(C)C)(N(C)C)N(C)C)(N(C)C)N(C)C.c1ccc(-c2cnoc2)cc1. No catalyst specified. The product is Cc1ccc(Nc2ccc(C(F)(F)F)cc2)cc1. The yield is 0.0932. (2) The reactants are Brc1ccccn1.Cc1ccc(N)cc1.O=S(=O)(O[Pd]1c2ccccc2-c2ccccc2N~1)C(F)(F)F.COc1ccc(OC)c(P(C(C)(C)C)C(C)(C)C)c1-c1c(C(C)C)cc(C(C)C)cc1C(C)C.CCN=P(N=P(N(C)C)(N(C)C)N(C)C)(N(C)C)N(C)C.Cc1cc(-c2ccccc2)on1. No catalyst specified. The product is Cc1ccc(Nc2ccccn2)cc1. The yield is 0.776. (3) The reactants are Brc1ccccn1.Cc1ccc(N)cc1.O=S(=O)(O[Pd]1c2ccccc2-c2ccccc2N~1)C(F)(F)F.COc1ccc(OC)c(P([C@]23C[C@H]4C[C@H](C[C@H](C4)C2)C3)[C@]23C[C@H]4C[C@H](C[C@H](C4)C2)C3)c1-c1c(C(C)C)cc(C(C)C)cc1C(C)C.CN1CCCN2CCCN=C12.CCOC(=O)c1cc(OC)no1. No catalyst specified. The product is Cc1ccc(Nc2ccccn2)cc1. The yield is 0.743.